This data is from NCI-60 drug combinations with 297,098 pairs across 59 cell lines. The task is: Regression. Given two drug SMILES strings and cell line genomic features, predict the synergy score measuring deviation from expected non-interaction effect. (1) Cell line: EKVX. Drug 2: B(C(CC(C)C)NC(=O)C(CC1=CC=CC=C1)NC(=O)C2=NC=CN=C2)(O)O. Drug 1: CC1C(C(CC(O1)OC2CC(CC3=C2C(=C4C(=C3O)C(=O)C5=C(C4=O)C(=CC=C5)OC)O)(C(=O)CO)O)N)O.Cl. Synergy scores: CSS=30.2, Synergy_ZIP=0.737, Synergy_Bliss=0.102, Synergy_Loewe=-4.52, Synergy_HSA=-4.46. (2) Drug 1: CCC1(CC2CC(C3=C(CCN(C2)C1)C4=CC=CC=C4N3)(C5=C(C=C6C(=C5)C78CCN9C7C(C=CC9)(C(C(C8N6C=O)(C(=O)OC)O)OC(=O)C)CC)OC)C(=O)OC)O.OS(=O)(=O)O. Drug 2: CN1C(=O)N2C=NC(=C2N=N1)C(=O)N. Cell line: OVCAR-5. Synergy scores: CSS=12.7, Synergy_ZIP=1.67, Synergy_Bliss=0.861, Synergy_Loewe=-9.53, Synergy_HSA=-0.131. (3) Drug 1: CCC1(CC2CC(C3=C(CCN(C2)C1)C4=CC=CC=C4N3)(C5=C(C=C6C(=C5)C78CCN9C7C(C=CC9)(C(C(C8N6C)(C(=O)OC)O)OC(=O)C)CC)OC)C(=O)OC)O.OS(=O)(=O)O. Drug 2: CN1C2=C(C=C(C=C2)N(CCCl)CCCl)N=C1CCCC(=O)O.Cl. Cell line: EKVX. Synergy scores: CSS=-7.22, Synergy_ZIP=-0.819, Synergy_Bliss=-6.91, Synergy_Loewe=-7.18, Synergy_HSA=-6.75. (4) Drug 1: COC1=CC(=CC(=C1O)OC)C2C3C(COC3=O)C(C4=CC5=C(C=C24)OCO5)OC6C(C(C7C(O6)COC(O7)C8=CC=CS8)O)O. Drug 2: C1CN1P(=S)(N2CC2)N3CC3. Cell line: M14. Synergy scores: CSS=22.1, Synergy_ZIP=-10.6, Synergy_Bliss=-5.87, Synergy_Loewe=-26.6, Synergy_HSA=-5.00. (5) Drug 1: CN(CC1=CN=C2C(=N1)C(=NC(=N2)N)N)C3=CC=C(C=C3)C(=O)NC(CCC(=O)O)C(=O)O. Drug 2: CCC(=C(C1=CC=CC=C1)C2=CC=C(C=C2)OCCN(C)C)C3=CC=CC=C3.C(C(=O)O)C(CC(=O)O)(C(=O)O)O. Cell line: HL-60(TB). Synergy scores: CSS=51.1, Synergy_ZIP=0.759, Synergy_Bliss=-1.54, Synergy_Loewe=-29.2, Synergy_HSA=-2.59. (6) Synergy scores: CSS=22.4, Synergy_ZIP=3.59, Synergy_Bliss=3.12, Synergy_Loewe=-1.80, Synergy_HSA=-2.22. Cell line: K-562. Drug 2: C1CCC(C(C1)N)N.C(=O)(C(=O)[O-])[O-].[Pt+4]. Drug 1: C#CCC(CC1=CN=C2C(=N1)C(=NC(=N2)N)N)C3=CC=C(C=C3)C(=O)NC(CCC(=O)O)C(=O)O. (7) Drug 1: CN(C)C1=NC(=NC(=N1)N(C)C)N(C)C. Drug 2: C1=NC2=C(N=C(N=C2N1C3C(C(C(O3)CO)O)F)Cl)N. Cell line: RPMI-8226. Synergy scores: CSS=-3.48, Synergy_ZIP=6.05, Synergy_Bliss=7.13, Synergy_Loewe=-5.58, Synergy_HSA=-2.71.